The task is: Predict the reaction yield, written as a fraction of the theoretical maximum amount of product (1.0 means a 100% yield; for example, 0.34 means a 34% yield).. This data is from Reaction yield outcomes from USPTO patents with 853,638 reactions. (1) The reactants are N[C@H:2]1[C:15]2[C:6](=[CH:7][C:8]3[C:9]([CH3:17])=[CH:10][C:11]([Cl:16])=[N:12][C:13]=3[CH:14]=2)[O:5][C:4]([CH3:19])([CH3:18])[C@@H:3]1[OH:20].[C:21]([BH3-])#[N:22].[Na+].C(=O)([O-])O.[Na+]. The catalyst is CO. The product is [Cl:16][C:11]1[CH:10]=[C:9]([CH3:17])[C:8]2[CH:7]=[C:6]3[O:5][C:4]([CH3:19])([CH3:18])[C@H:3]([OH:20])[C@@H:2]([NH:22][CH2:21][CH2:15][CH2:2][CH2:3][CH3:4])[C:15]3=[CH:14][C:13]=2[N:12]=1. The yield is 0.410. (2) The reactants are [Cl:1][C:2]1[N:7]=[C:6]([C:8]2[S:12][C:11]([N:13]3[CH2:18][CH2:17][NH:16][CH2:15][CH2:14]3)=[N:10][C:9]=2[C:19]2[C:20]([F:37])=[C:21]([NH:25][S:26]([C:29]3[C:34]([F:35])=[CH:33][CH:32]=[CH:31][C:30]=3[F:36])(=[O:28])=[O:27])[CH:22]=[CH:23][CH:24]=2)[CH:5]=[CH:4][N:3]=1.[CH3:38][S:39](Cl)(=[O:41])=[O:40]. The catalyst is C(Cl)Cl. The product is [Cl:1][C:2]1[N:7]=[C:6]([C:8]2[S:12][C:11]([N:13]3[CH2:18][CH2:17][N:16]([S:39]([CH3:38])(=[O:41])=[O:40])[CH2:15][CH2:14]3)=[N:10][C:9]=2[C:19]2[C:20]([F:37])=[C:21]([NH:25][S:26]([C:29]3[C:30]([F:36])=[CH:31][CH:32]=[CH:33][C:34]=3[F:35])(=[O:28])=[O:27])[CH:22]=[CH:23][CH:24]=2)[CH:5]=[CH:4][N:3]=1. The yield is 0.960. (3) The reactants are [NH2:1][CH2:2][C:3]1[CH:8]=[CH:7][C:6]([C:9]([NH:11][C:12]2[CH:17]=[CH:16][CH:15]=[CH:14][C:13]=2[C:18](=[O:27])[NH:19][C:20]2[CH:25]=[CH:24][C:23]([Cl:26])=[CH:22][N:21]=2)=[O:10])=[CH:5][CH:4]=1.I.CS[C:31]1[NH:32][CH2:33][CH2:34][N:35]=1.C(N(CC)CC)C. The catalyst is CN(C=O)C. The product is [Cl:26][C:23]1[CH:24]=[CH:25][C:20]([NH:19][C:18]([C:13]2[CH:14]=[CH:15][CH:16]=[CH:17][C:12]=2[NH:11][C:9]([C:6]2[CH:5]=[CH:4][C:3]([CH2:2][NH:1][C:31]3[NH:35][CH2:34][CH2:33][N:32]=3)=[CH:8][CH:7]=2)=[O:10])=[O:27])=[N:21][CH:22]=1. The yield is 0.150. (4) The reactants are Cl.[F:2][C:3]([F:32])([F:31])[C:4]1[N:9]=[CH:8][C:7]([N:10]2[CH2:15][CH2:14][CH2:13][C@H:12]([NH:16][C@@H:17]3[CH2:22][CH2:21][CH2:20][CH2:19][C@H:18]3[NH:23]C(=O)OC(C)(C)C)[CH2:11]2)=[CH:6][N:5]=1. The catalyst is O1CCOCC1.CO. The product is [F:32][C:3]([F:2])([F:31])[C:4]1[N:9]=[CH:8][C:7]([N:10]2[CH2:15][CH2:14][CH2:13][C@H:12]([NH:16][C@@H:17]3[CH2:22][CH2:21][CH2:20][CH2:19][C@H:18]3[NH2:23])[CH2:11]2)=[CH:6][N:5]=1. The yield is 0.990. (5) The reactants are [CH2:1]([O:8][C:9]1[CH:15]=[C:14]([Br:16])[CH:13]=[C:12]([N+:17]([O-:19])=[O:18])[C:10]=1[NH2:11])[C:2]1[CH:7]=[CH:6][CH:5]=[CH:4][CH:3]=1.[F:20][C:21]([F:32])([F:31])[C:22](O[C:22](=[O:23])[C:21]([F:32])([F:31])[F:20])=[O:23]. The catalyst is O1CCOCC1. The product is [CH2:1]([O:8][C:9]1[CH:15]=[C:14]([Br:16])[CH:13]=[C:12]([N+:17]([O-:19])=[O:18])[C:10]=1[NH:11][C:22](=[O:23])[C:21]([F:32])([F:31])[F:20])[C:2]1[CH:7]=[CH:6][CH:5]=[CH:4][CH:3]=1. The yield is 0.830. (6) The reactants are [Br:1][C:2]1[C:7]([OH:8])=[CH:6][CH:5]=[CH:4][N:3]=1.C(=O)([O-])[O-].[K+].[K+].[I:15]I.Cl. The catalyst is O. The product is [Br:1][C:2]1[C:7]([OH:8])=[CH:6][CH:5]=[C:4]([I:15])[N:3]=1. The yield is 0.790. (7) The reactants are Cl[C:2]1[N:10]=[C:9]([C:11]([F:14])([F:13])[F:12])[CH:8]=[CH:7][C:3]=1[C:4]([OH:6])=[O:5].Cl. The catalyst is N1CCCCC1. The product is [N:10]1([C:2]2[N:10]=[C:9]([C:11]([F:14])([F:13])[F:12])[CH:8]=[CH:7][C:3]=2[C:4]([OH:6])=[O:5])[CH2:2][CH2:3][CH2:7][CH2:8][CH2:9]1. The yield is 0.980. (8) The reactants are [Br:1][C:2]1[CH:10]=[C:9]([C:11]([F:14])([F:13])[F:12])[CH:8]=[C:7]2[C:3]=1[CH:4]=[N:5][NH:6]2.[O:15]1[CH:20]=[CH:19][CH2:18][CH2:17][CH2:16]1. The catalyst is C1COCC1. The product is [Br:1][C:2]1[CH:10]=[C:9]([C:11]([F:14])([F:12])[F:13])[CH:8]=[C:7]2[C:3]=1[CH:4]=[N:5][N:6]2[CH:16]1[CH2:17][CH2:18][CH2:19][CH2:20][O:15]1. The yield is 0.780. (9) The yield is 0.860. The reactants are [CH3:1][O:2][C:3]1[CH:4]=[C:5]2[C:10](=[CH:11][C:12]=1[O:13][CH3:14])[N:9]=[CH:8][CH:7]=[C:6]2[O:15][C:16]1[CH:21]=[CH:20][C:19]([O:22][CH3:23])=[CH:18][C:17]=1[CH:24]([OH:27])[CH2:25][CH3:26].C1CCN2C(=NCCC2)CC1.[Cl-].O. The catalyst is C(Cl)Cl. The product is [CH3:1][O:2][C:3]1[CH:4]=[C:5]2[C:10](=[CH:11][C:12]=1[O:13][CH3:14])[N:9]=[CH:8][CH:7]=[C:6]2[O:15][C:16]1[CH:21]=[CH:20][C:19]([O:22][CH3:23])=[CH:18][C:17]=1[C:24](=[O:27])[CH2:25][CH3:26].